This data is from Catalyst prediction with 721,799 reactions and 888 catalyst types from USPTO. The task is: Predict which catalyst facilitates the given reaction. (1) Reactant: Cl[C:2]1[C:3]2[CH2:11][N:10]([C:12]3[CH:19]=[CH:18][C:15]([C:16]#[N:17])=[C:14]([C:20]([F:23])([F:22])[F:21])[CH:13]=3)[CH2:9][CH2:8][C:4]=2[N:5]=[CH:6][N:7]=1.[CH:24]([O:27][C:28]1[CH:34]=[CH:33][C:31]([NH2:32])=[CH:30][CH:29]=1)([CH3:26])[CH3:25].C(=O)([O-])O.[Na+]. Product: [CH:24]([O:27][C:28]1[CH:34]=[CH:33][C:31]([NH:32][C:2]2[C:3]3[CH2:11][N:10]([C:12]4[CH:19]=[CH:18][C:15]([C:16]#[N:17])=[C:14]([C:20]([F:23])([F:22])[F:21])[CH:13]=4)[CH2:9][CH2:8][C:4]=3[N:5]=[CH:6][N:7]=2)=[CH:30][CH:29]=1)([CH3:26])[CH3:25]. The catalyst class is: 10. (2) Reactant: [Br:1][C:2]1[CH:3]=[CH:4][C:5]2[CH2:12][NH:11][C:10]3[CH:13]=[CH:14][C:15]([Cl:17])=[CH:16][C:9]=3[CH:8]=[CH:7][C:6]=2[CH:18]=1.N1C=CC=CC=1.[CH3:25][S:26](Cl)(=[O:28])=[O:27]. Product: [Br:1][C:2]1[CH:3]=[CH:4][C:5]2[CH2:12][N:11]([S:26]([CH3:25])(=[O:28])=[O:27])[C:10]3[CH:13]=[CH:14][C:15]([Cl:17])=[CH:16][C:9]=3[CH:8]=[CH:7][C:6]=2[CH:18]=1. The catalyst class is: 68. (3) The catalyst class is: 4. Reactant: [N:1]1([C:6]2[CH:7]=[C:8]3[C:13](=[CH:14][C:15]=2[C:16]([F:19])([F:18])[F:17])[NH:12][C:11](=[O:20])[N:10]([NH:21][S:22]([CH3:25])(=[O:24])=[O:23])[C:9]3=[O:26])[CH:5]=[CH:4][N:3]=[CH:2]1.C(N(C(C)C)CC)(C)C.[CH2:36]([O:38][C:39](=[O:45])[CH2:40][CH2:41][C:42](Cl)=[O:43])[CH3:37]. Product: [CH2:36]([O:38][C:39](=[O:45])[CH2:40][CH2:41][C:42]([N:21]([N:10]1[C:9](=[O:26])[C:8]2[C:13](=[CH:14][C:15]([C:16]([F:18])([F:19])[F:17])=[C:6]([N:1]3[CH:5]=[CH:4][N:3]=[CH:2]3)[CH:7]=2)[NH:12][C:11]1=[O:20])[S:22]([CH3:25])(=[O:23])=[O:24])=[O:43])[CH3:37]. (4) Reactant: [Cl:1][C:2]1[CH:7]=[CH:6][CH:5]=[CH:4][C:3]=1[C:8]1[C:9](=[O:27])[NH:10][C:11](=O)[N:12]([CH2:14][C:15]2[C:20]([C:21]([F:24])([F:23])[F:22])=[CH:19][CH:18]=[CH:17][C:16]=2[F:25])[CH:13]=1.Br[CH2:29][CH2:30][CH2:31][C:32]([O:34][CH2:35][CH3:36])=[O:33].[C:37]([O-:40])([O-])=O.[K+].[K+]. Product: [CH2:35]([O:34][C:32]([CH2:31][CH2:30][CH2:29][NH:12][C@H:14]([C:15]1[CH:20]=[CH:19][CH:18]=[CH:17][CH:16]=1)[CH2:11][N:10]1[C:9](=[O:27])[C:8]([C:3]2[CH:4]=[CH:5][CH:6]=[CH:7][C:2]=2[Cl:1])=[CH:13][N:12]([CH2:14][C:15]2[C:20]([C:21]([F:22])([F:23])[F:24])=[CH:19][CH:18]=[CH:17][C:16]=2[F:25])[C:37]1=[O:40])=[O:33])[CH3:36]. The catalyst class is: 23. (5) Reactant: [CH3:1][CH:2]([O:4][C:5]([C:7]1[C:8]([N:13]2[CH2:18][CH2:17][N:16]([CH2:19][C:20]3[CH:25]=[CH:24][C:23]([CH:26]=O)=[CH:22][N:21]=3)[CH2:15][CH2:14]2)=[N:9][CH:10]=[CH:11][CH:12]=1)=[O:6])[CH3:3].CC([Si](C)(C)OCC1C=CC(C=O)=NC=1)(C)C.[Cl:45][C:46]1[CH:51]=[CH:50][CH:49]=[C:48]([F:52])[C:47]=1[CH2:53][NH:54][CH2:55][CH3:56].C(O[BH-](OC(=O)C)OC(=O)C)(=O)C.[Na+]. Product: [Cl:45][C:46]1[CH:51]=[CH:50][CH:49]=[C:48]([F:52])[C:47]=1[CH2:53][N:54]([CH2:26][C:23]1[CH:24]=[CH:25][C:20]([CH2:19][N:16]2[CH2:15][CH2:14][N:13]([C:8]3[C:7]([C:5]([O:4][CH:2]([CH3:1])[CH3:3])=[O:6])=[CH:12][CH:11]=[CH:10][N:9]=3)[CH2:18][CH2:17]2)=[N:21][CH:22]=1)[CH2:55][CH3:56]. The catalyst class is: 1.